From a dataset of Forward reaction prediction with 1.9M reactions from USPTO patents (1976-2016). Predict the product of the given reaction. (1) Given the reactants C[O:2][C:3](=[O:15])[C:4]1[CH:9]=[C:8]([N+:10]([O-:12])=[O:11])[C:7](F)=[CH:6][C:5]=1[F:14].[CH3:16][NH2:17], predict the reaction product. The product is: [F:14][C:5]1[CH:6]=[C:7]([NH:17][CH3:16])[C:8]([N+:10]([O-:12])=[O:11])=[CH:9][C:4]=1[C:3]([OH:2])=[O:15]. (2) The product is: [NH2:1][CH2:4][C@@H:5]1[C@H:9]([F:10])[CH2:8][N:7]([C:11]([O:13][CH2:14][C:15]2[CH:20]=[CH:19][CH:18]=[CH:17][CH:16]=2)=[O:12])[CH2:6]1. Given the reactants [N:1]([CH2:4][C@@H:5]1[C@H:9]([F:10])[CH2:8][N:7]([C:11]([O:13][CH2:14][C:15]2[CH:20]=[CH:19][CH:18]=[CH:17][CH:16]=2)=[O:12])[CH2:6]1)=[N+]=[N-].[H][H], predict the reaction product. (3) Given the reactants [OH:1][CH2:2][CH:3]1[CH2:5][C@:4]1([C:8]1[C:17]2[C:12](=[CH:13][CH:14]=[CH:15][CH:16]=2)[CH:11]=[CH:10][CH:9]=1)[C:6]#N.[OH-:18].[Na+].Cl, predict the reaction product. The product is: [C:8]1([C@:4]23[CH2:5][C@H:3]2[CH2:2][O:1][C:6]3=[O:18])[C:17]2[C:12](=[CH:13][CH:14]=[CH:15][CH:16]=2)[CH:11]=[CH:10][CH:9]=1. (4) The product is: [CH2:1]([O:5][CH2:6][CH2:7][O:8][C:9]1[CH:10]=[CH:11][C:12]([C:15]2[CH:16]=[C:17](/[CH:26]=[C:27](\[CH3:33])/[C:28]([OH:30])=[O:29])[C:18]([N:21]3[CH2:25][CH2:24][CH2:23][CH2:22]3)=[N:19][CH:20]=2)=[CH:13][CH:14]=1)[CH2:2][CH2:3][CH3:4]. Given the reactants [CH2:1]([O:5][CH2:6][CH2:7][O:8][C:9]1[CH:14]=[CH:13][C:12]([C:15]2[CH:16]=[C:17](/[CH:26]=[C:27](\[CH3:33])/[C:28]([O:30]CC)=[O:29])[C:18]([N:21]3[CH2:25][CH2:24][CH2:23][CH2:22]3)=[N:19][CH:20]=2)=[CH:11][CH:10]=1)[CH2:2][CH2:3][CH3:4].[OH-].[Na+].O.Cl, predict the reaction product. (5) Given the reactants I[CH3:2].[CH:3]1([C:6]([N:8]2[CH2:12][CH2:11][C@H:10]([NH:13][C:14](=[O:20])[O:15][C:16]([CH3:19])([CH3:18])[CH3:17])[CH2:9]2)=[O:7])[CH2:5][CH2:4]1.[H-].[Na+], predict the reaction product. The product is: [CH:3]1([C:6]([N:8]2[CH2:12][CH2:11][C@H:10]([N:13]([CH3:2])[C:14](=[O:20])[O:15][C:16]([CH3:17])([CH3:19])[CH3:18])[CH2:9]2)=[O:7])[CH2:4][CH2:5]1. (6) Given the reactants [Br:1][C:2]1[CH:3]=[C:4]([CH:12]([CH2:16][CH:17]2[CH2:21][CH2:20][CH2:19][CH2:18]2)[C:13]([OH:15])=O)[CH:5]=[CH:6][C:7]=1[S:8]([CH3:11])(=[O:10])=[O:9].F[P-](F)(F)(F)(F)F.N1(O[P+](N(C)C)(N(C)C)N(C)C)C2C=CC=CC=2N=N1.C(N(CC)CC)C.S(O)(O)(=O)=O.[NH2:61][C:62]1[NH:63][CH:64]=[CH:65][N:66]=1, predict the reaction product. The product is: [Br:1][C:2]1[CH:3]=[C:4]([CH:12]([CH2:16][CH:17]2[CH2:21][CH2:20][CH2:19][CH2:18]2)[C:13]([NH:61][C:62]2[NH:63][CH:64]=[CH:65][N:66]=2)=[O:15])[CH:5]=[CH:6][C:7]=1[S:8]([CH3:11])(=[O:9])=[O:10]. (7) Given the reactants Br[C:2]1[CH:3]=[N:4][C:5]([N:8]2[CH2:13][CH2:12][O:11][CH2:10][CH2:9]2)=[N:6][CH:7]=1.[N:14]1(C(OC(C)(C)C)=O)[CH2:19][CH2:18][NH:17][CH2:16][CH2:15]1.C1C=CC(P(C2C(C3C(P(C4C=CC=CC=4)C4C=CC=CC=4)=CC=C4C=3C=CC=C4)=C3C(C=CC=C3)=CC=2)C2C=CC=CC=2)=CC=1.CC(C)([O-])C.[K+].Cl.O1CCOCC1, predict the reaction product. The product is: [N:14]1([C:2]2[CH:3]=[N:4][C:5]([N:8]3[CH2:13][CH2:12][O:11][CH2:10][CH2:9]3)=[N:6][CH:7]=2)[CH2:19][CH2:18][NH:17][CH2:16][CH2:15]1.